This data is from Retrosynthesis with 50K atom-mapped reactions and 10 reaction types from USPTO. The task is: Predict the reactants needed to synthesize the given product. (1) Given the product O=C(/C=C/c1ccccc1Oc1ccc(Cl)cc1)NO, predict the reactants needed to synthesize it. The reactants are: COC(=O)/C=C/c1ccccc1Oc1ccc(Cl)cc1.NO. (2) Given the product Cc1cc2c(cc1-c1cc(N3CCN(C)CC3)nc(N)n1)CN(C(=O)Nc1ccc(Cl)cc1)CC2, predict the reactants needed to synthesize it. The reactants are: Cc1cc2c(cc1-c1cc(N3CCN(C)CC3)nc(N)n1)CNCC2.O=C=Nc1ccc(Cl)cc1. (3) Given the product CCCCc1nc(Cl)c(CO)n1Cc1ccc(-c2ccccc2-c2nnn[nH]2)cc1, predict the reactants needed to synthesize it. The reactants are: CCCCc1nc(Cl)c(CO)n1Cc1ccc(-c2ccccc2C#N)cc1.[N-]=[N+]=[N-]. (4) Given the product COc1ccc(Br)cc1C=C1CCCC1, predict the reactants needed to synthesize it. The reactants are: COc1ccc(Br)cc1C=O.c1ccc([P+](c2ccccc2)(c2ccccc2)C2CCCC2)cc1. (5) Given the product CCOc1ccc(N(C)C(=O)CC2(O)CCN(Cc3ccccc3)CC2)cc1, predict the reactants needed to synthesize it. The reactants are: CCOc1ccc(N(C)C(C)=O)cc1.O=C1CCN(Cc2ccccc2)CC1. (6) Given the product CC1(C)CN(Cc2ccccc2)CCO1, predict the reactants needed to synthesize it. The reactants are: C=C(C)CN(CCO)Cc1ccccc1. (7) The reactants are: N#Cc1cc(NC(=O)c2ccccc2F)ccc1NC(=O)C(F)(F)F. Given the product N#Cc1cc(NC(=O)c2ccccc2F)ccc1N, predict the reactants needed to synthesize it. (8) The reactants are: CC(C)(C)OC(=O)N1CCC(Oc2ccc(OC(F)(F)F)cc2)CC1. Given the product FC(F)(F)Oc1ccc(OC2CCNCC2)cc1, predict the reactants needed to synthesize it.